Dataset: Catalyst prediction with 721,799 reactions and 888 catalyst types from USPTO. Task: Predict which catalyst facilitates the given reaction. (1) Reactant: C(OC(=O)[NH:7][C:8]1[CH:13]=[C:12]([CH3:14])[C:11]([C:15]([F:18])([F:17])[F:16])=[CH:10][C:9]=1[NH:19][C:20](=[O:39])[CH2:21][C:22]([C:24]1[CH:29]=[CH:28][CH:27]=[C:26]([C:30]2[CH:31]=[N:32][C:33]([CH:36]3[CH2:38][CH2:37]3)=[CH:34][CH:35]=2)[CH:25]=1)=O)(C)(C)C.C(O)(C(F)(F)F)=O. Product: [CH:36]1([C:33]2[N:32]=[CH:31][C:30]([C:26]3[CH:25]=[C:24]([C:22]4[CH2:21][C:20](=[O:39])[NH:19][C:9]5[CH:10]=[C:11]([C:15]([F:18])([F:17])[F:16])[C:12]([CH3:14])=[CH:13][C:8]=5[N:7]=4)[CH:29]=[CH:28][CH:27]=3)=[CH:35][CH:34]=2)[CH2:38][CH2:37]1. The catalyst class is: 2. (2) Reactant: C[CH2:2][CH:3]([S:14]([O-:18])=[N:15]C#N)[C:4]1[CH:5]=[N:6][C:7]([C:10]([F:13])([F:12])[F:11])=[CH:8][CH:9]=1.F[C:20](F)(F)C(OC(=O)C(F)(F)F)=O.C(=O)([O-])[O-].[K+].[K+]. Product: [CH3:20][S:14]([CH:3]([C:4]1[CH:9]=[CH:8][C:7]([C:10]([F:13])([F:12])[F:11])=[N:6][CH:5]=1)[CH3:2])(=[NH:15])=[O:18]. The catalyst class is: 2. (3) Product: [C:1]([C:3]1[CH:10]=[CH:9][C:6]([CH2:7][Br:12])=[CH:5][CH:4]=1)#[CH:2]. The catalyst class is: 2. Reactant: [C:1]([C:3]1[CH:10]=[CH:9][C:6]([CH2:7]O)=[CH:5][CH:4]=1)#[CH:2].P(Br)(Br)[Br:12]. (4) Reactant: C(OC(=O)[NH:7][C:8]([C:11]1[CH:16]=[C:15]([C:17]([F:20])([F:19])[F:18])[CH:14]=[C:13]([C:21](=[O:44])[NH:22][C:23]2[CH:28]=[CH:27][C:26]([CH3:29])=[C:25]([C:30]3[CH:35]=[C:34]([N:36]4[CH2:41][CH2:40][O:39][CH2:38][CH2:37]4)[C:33](=[O:42])[N:32]([CH3:43])[CH:31]=3)[CH:24]=2)[CH:12]=1)([CH3:10])[CH3:9])(C)(C)C.C(O)(C(F)(F)F)=O. Product: [NH2:7][C:8]([C:11]1[CH:12]=[C:13]([CH:14]=[C:15]([C:17]([F:18])([F:20])[F:19])[CH:16]=1)[C:21]([NH:22][C:23]1[CH:28]=[CH:27][C:26]([CH3:29])=[C:25]([C:30]2[CH:35]=[C:34]([N:36]3[CH2:37][CH2:38][O:39][CH2:40][CH2:41]3)[C:33](=[O:42])[N:32]([CH3:43])[CH:31]=2)[CH:24]=1)=[O:44])([CH3:9])[CH3:10]. The catalyst class is: 2. (5) Reactant: [CH3:1][O:2][C:3](=[O:11])[C:4]1[CH:9]=[CH:8][C:7]([NH2:10])=[CH:6][CH:5]=1.[CH:12]1([C:18]2[CH:25]=[CH:24][C:21]([CH:22]=O)=[CH:20][CH:19]=2)[CH2:17][CH2:16][CH2:15][CH2:14][CH2:13]1.C(O)(=O)C.C([BH3-])#N.[Na+]. Product: [CH3:1][O:2][C:3](=[O:11])[C:4]1[CH:9]=[CH:8][C:7]([NH:10][CH2:22][C:21]2[CH:24]=[CH:25][C:18]([CH:12]3[CH2:13][CH2:14][CH2:15][CH2:16][CH2:17]3)=[CH:19][CH:20]=2)=[CH:6][CH:5]=1. The catalyst class is: 5. (6) Reactant: [CH2:1]([O:8][C:9]([C:11]1[C:19]([CH3:20])=[C:18]2[C:14]([C:15]3[CH2:24][CH2:23][O:22][C:21]([CH2:28][C:29]([O:31][CH2:32][CH3:33])=[O:30])([CH2:25][CH2:26][CH3:27])[C:16]=3[NH:17]2)=[C:13](Br)[CH:12]=1)=[O:10])[C:2]1[CH:7]=[CH:6][CH:5]=[CH:4][CH:3]=1.[CH3:35][N:36]1C(=O)CCC1.C([Cu])#N.O. Product: [CH2:1]([O:8][C:9]([C:11]1[C:19]([CH3:20])=[C:18]2[C:14]([C:15]3[CH2:24][CH2:23][O:22][C:21]([CH2:28][C:29]([O:31][CH2:32][CH3:33])=[O:30])([CH2:25][CH2:26][CH3:27])[C:16]=3[NH:17]2)=[C:13]([C:35]#[N:36])[CH:12]=1)=[O:10])[C:2]1[CH:7]=[CH:6][CH:5]=[CH:4][CH:3]=1. The catalyst class is: 25. (7) Reactant: Cl.[NH2:2][C:3]1[S:4][C:5]([Cl:8])=[CH:6][N:7]=1.Cl[S:10]([C:13]1[CH:14]=[CH:15][C:16]([C:19]([O:21]C)=[O:20])=[N:17][CH:18]=1)(=[O:12])=[O:11].Cl.[OH-].[Na+]. Product: [Cl:8][C:5]1[S:4][C:3]([NH:2][S:10]([C:13]2[CH:14]=[CH:15][C:16]([C:19]([OH:21])=[O:20])=[N:17][CH:18]=2)(=[O:11])=[O:12])=[N:7][CH:6]=1. The catalyst class is: 228. (8) Reactant: [C:1]1([C:7]2[NH:8][C:9](=[O:18])[N:10]([CH:12]3[CH2:17][CH2:16][NH:15][CH2:14][CH2:13]3)[N:11]=2)[CH:6]=[CH:5][CH:4]=[CH:3][CH:2]=1.Cl[C:20]1[N:25]=[CH:24][N:23]=[C:22]([C:26]([C:28]2[CH:38]=[C:37]([CH3:39])[C:31]3[N:32]([CH3:36])[C:33](=[O:35])[O:34][C:30]=3[CH:29]=2)=[O:27])[CH:21]=1.CCN(C(C)C)C(C)C. Product: [CH3:36][N:32]1[C:31]2[C:37]([CH3:39])=[CH:38][C:28]([C:26]([C:22]3[CH:21]=[C:20]([N:15]4[CH2:14][CH2:13][CH:12]([N:10]5[C:9](=[O:18])[NH:8][C:7]([C:1]6[CH:2]=[CH:3][CH:4]=[CH:5][CH:6]=6)=[N:11]5)[CH2:17][CH2:16]4)[N:25]=[CH:24][N:23]=3)=[O:27])=[CH:29][C:30]=2[O:34][C:33]1=[O:35]. The catalyst class is: 121. (9) Reactant: C([O:5][C:6](=[O:21])[CH2:7][C:8]1([CH2:17][N+:18]([O-])=O)[CH2:14][CH:13]2[CH:9]1[CH:10]=[C:11]([CH2:15][CH3:16])[CH2:12]2)(C)(C)C.[Cl-].[NH4+]. Product: [NH2:18][CH2:17][C:8]1([CH2:7][C:6]([OH:21])=[O:5])[CH2:14][CH:13]2[CH:9]1[CH:10]=[C:11]([CH2:15][CH3:16])[CH2:12]2. The catalyst class is: 190. (10) The catalyst class is: 162. Reactant: [N:1]([C:4]1[CH:9]=[CH:8][C:7]([C:10]([F:13])([F:12])[F:11])=[CH:6][C:5]=1[Cl:14])=[N+:2]=[N-:3].[Cl:15][C:16]1[CH:17]=[CH:18][C:19]([O:25][CH3:26])=[C:20]([CH2:22][C:23]#[N:24])[CH:21]=1.C[O-].[Na+]. Product: [Cl:15][C:16]1[CH:17]=[CH:18][C:19]([O:25][CH3:26])=[C:20]([C:22]2[N:3]=[N:2][N:1]([C:4]3[CH:9]=[CH:8][C:7]([C:10]([F:12])([F:13])[F:11])=[CH:6][C:5]=3[Cl:14])[C:23]=2[NH2:24])[CH:21]=1.